The task is: Predict the reaction yield, written as a fraction of the theoretical maximum amount of product (1.0 means a 100% yield; for example, 0.34 means a 34% yield).. This data is from Reaction yield outcomes from USPTO patents with 853,638 reactions. (1) The reactants are C([O:8][C:9]1[CH:14]=[CH:13][C:12]([NH:15][C:16]2[N:21]=[C:20]([NH:22][CH:23]3[CH2:29][CH2:28][CH2:27][CH2:26][CH2:25][CH2:24]3)[N:19]=[C:18]([N:30]([CH3:37])[CH:31]3[CH2:36][CH2:35][NH:34][CH2:33][CH2:32]3)[N:17]=2)=[CH:11][C:10]=1Cl)C1C=CC=CC=1.C([O-])=O.[NH4+].C(Cl)Cl. The catalyst is O.CO.[Pd]. The product is [CH:23]1([NH:22][C:20]2[N:19]=[C:18]([N:30]([CH3:37])[CH:31]3[CH2:36][CH2:35][NH:34][CH2:33][CH2:32]3)[N:17]=[C:16]([NH:15][C:12]3[CH:11]=[CH:10][C:9]([OH:8])=[CH:14][CH:13]=3)[N:21]=2)[CH2:24][CH2:25][CH2:26][CH2:27][CH2:28][CH2:29]1. The yield is 0.440. (2) The reactants are [F:1][C:2]([F:32])([F:31])[C:3]1[N:7]2[N:8]=[C:9]([N:12]3[CH2:17][CH2:16][CH:15]([C:18]4[CH:30]=[CH:29][C:21]([O:22][CH2:23][CH2:24][CH2:25][C:26](O)=[O:27])=[CH:20][CH:19]=4)[CH2:14][CH2:13]3)[CH:10]=[CH:11][C:6]2=[N:5][N:4]=1.[CH3:33][O:34][CH2:35][CH2:36][NH:37][CH3:38]. No catalyst specified. The product is [CH3:33][O:34][CH2:35][CH2:36][N:37]([CH3:38])[C:26](=[O:27])[CH2:25][CH2:24][CH2:23][O:22][C:21]1[CH:20]=[CH:19][C:18]([CH:15]2[CH2:16][CH2:17][N:12]([C:9]3[CH:10]=[CH:11][C:6]4[N:7]([C:3]([C:2]([F:31])([F:1])[F:32])=[N:4][N:5]=4)[N:8]=3)[CH2:13][CH2:14]2)=[CH:30][CH:29]=1. The yield is 0.500.